From a dataset of Catalyst prediction with 721,799 reactions and 888 catalyst types from USPTO. Predict which catalyst facilitates the given reaction. (1) Reactant: [OH:1][C:2]1[CH:3]=[C:4]([C:8](=[O:12])[CH2:9][CH2:10][CH3:11])[CH:5]=[CH:6][CH:7]=1.Cl[CH2:14][CH2:15][O:16][CH2:17][CH2:18][OH:19].C([O-])([O-])=O.[K+].[K+]. Product: [OH:19][CH2:18][CH2:17][O:16][CH2:15][CH2:14][O:1][C:2]1[CH:3]=[C:4]([C:8](=[O:12])[CH2:9][CH2:10][CH3:11])[CH:5]=[CH:6][CH:7]=1. The catalyst class is: 21. (2) Reactant: [C:1]([CH2:4][C:5]1[C:6]([Cl:14])=[C:7]([CH:11]=[CH:12][CH:13]=1)[C:8](O)=[O:9])(O)=[O:2]. Product: [Cl:14][C:6]1[C:5]([CH2:4][CH2:1][OH:2])=[CH:13][CH:12]=[CH:11][C:7]=1[CH:8]=[O:9]. The catalyst class is: 428. (3) Reactant: [CH2:1]([C@H:3]1[CH2:8][CH2:7][C@H:6]([O:9][C:10]2[CH:15]=[CH:14][C:13]([C:16]3[CH2:17][CH2:18][NH:19][CH2:20][CH:21]=3)=[CH:12][CH:11]=2)[CH2:5][CH2:4]1)[CH3:2].[C:22]([O:26][CH2:27][CH3:28])(=[O:25])[CH:23]=[CH2:24].C([O-])([O-])=O.[Cs+].[Cs+]. Product: [CH2:1]([C@H:3]1[CH2:8][CH2:7][C@H:6]([O:9][C:10]2[CH:11]=[CH:12][C:13]([C:16]3[CH2:17][CH2:18][N:19]([CH2:24][CH2:23][C:22]([O:26][CH2:27][CH3:28])=[O:25])[CH2:20][CH:21]=3)=[CH:14][CH:15]=2)[CH2:5][CH2:4]1)[CH3:2]. The catalyst class is: 23. (4) Reactant: [C:1]1([CH2:7][S:8](Cl)(=[O:10])=[O:9])[CH:6]=[CH:5][CH:4]=[CH:3][CH:2]=1.[CH3:12][O:13][C:14]1[CH:21]=[C:20]([O:22][CH3:23])[CH:19]=[CH:18][C:15]=1[CH2:16][NH2:17]. Product: [CH3:12][O:13][C:14]1[CH:21]=[C:20]([O:22][CH3:23])[CH:19]=[CH:18][C:15]=1[CH2:16][NH:17][S:8]([CH2:7][C:1]1[CH:6]=[CH:5][CH:4]=[CH:3][CH:2]=1)(=[O:10])=[O:9]. The catalyst class is: 4. (5) Reactant: [F:1][C:2]([F:32])([F:31])[C:3]1([CH2:7][N:8]2[CH2:13][CH2:12][CH:11]([CH2:14][O:15][C:16]3[N:17]=[CH:18][C:19]([C:22]4[CH:30]=[CH:29][C:25]([C:26]([OH:28])=O)=[CH:24][CH:23]=4)=[N:20][CH:21]=3)[CH2:10][CH2:9]2)[CH2:6][CH2:5][CH2:4]1.[NH:33]1[CH2:37][CH2:36][CH2:35][C@@H:34]1[CH2:38][OH:39].C(Cl)CCl.C1C=CC2N(O)N=NC=2C=1.CCN(C(C)C)C(C)C. Product: [OH:39][CH2:38][C@H:34]1[CH2:35][CH2:36][CH2:37][N:33]1[C:26]([C:25]1[CH:29]=[CH:30][C:22]([C:19]2[CH:18]=[N:17][C:16]([O:15][CH2:14][CH:11]3[CH2:12][CH2:13][N:8]([CH2:7][C:3]4([C:2]([F:32])([F:1])[F:31])[CH2:6][CH2:5][CH2:4]4)[CH2:9][CH2:10]3)=[CH:21][N:20]=2)=[CH:23][CH:24]=1)=[O:28]. The catalyst class is: 18. (6) Reactant: C[O:2][C:3](=[O:27])[C:4]1[CH:9]=[C:8]([NH:10][C:11](=[O:19])[C:12]2[CH:17]=[CH:16][CH:15]=[C:14]([Cl:18])[CH:13]=2)[CH:7]=[CH:6][C:5]=1[O:20][C:21]1[CH:26]=[CH:25][CH:24]=[CH:23][CH:22]=1.CO.O.O.[OH-].[Li+]. Product: [Cl:18][C:14]1[CH:13]=[C:12]([CH:17]=[CH:16][CH:15]=1)[C:11]([NH:10][C:8]1[CH:7]=[CH:6][C:5]([O:20][C:21]2[CH:26]=[CH:25][CH:24]=[CH:23][CH:22]=2)=[C:4]([CH:9]=1)[C:3]([OH:27])=[O:2])=[O:19]. The catalyst class is: 7.